Dataset: Forward reaction prediction with 1.9M reactions from USPTO patents (1976-2016). Task: Predict the product of the given reaction. (1) Given the reactants [CH3:1][O:2][C:3]1[CH:29]=[C:28]([O:30][CH3:31])[CH:27]=[CH:26][C:4]=1[CH2:5][NH:6][C:7]1[CH:8]=[C:9]2[C:13](=[CH:14][CH:15]=1)[C:12](=[C:16]1[C:24]3[C:19](=[CH:20][CH:21]=[CH:22][CH:23]=3)[NH:18][C:17]1=[O:25])[O:11][CH2:10]2.I[CH2:33][CH2:34][N:35]1[CH2:40][CH2:39][O:38][CH2:37][CH2:36]1.C(N(CC)C(C)C)(C)C, predict the reaction product. The product is: [CH3:1][O:2][C:3]1[CH:29]=[C:28]([O:30][CH3:31])[CH:27]=[CH:26][C:4]=1[CH2:5][N:6]([CH2:33][CH2:34][N:35]1[CH2:40][CH2:39][O:38][CH2:37][CH2:36]1)[C:7]1[CH:8]=[C:9]2[C:13](=[CH:14][CH:15]=1)[C:12](=[C:16]1[C:24]3[C:19](=[CH:20][CH:21]=[CH:22][CH:23]=3)[NH:18][C:17]1=[O:25])[O:11][CH2:10]2. (2) Given the reactants Br[CH2:2][C:3]1[O:4][CH:5]=[C:6]([C:8]([F:11])([F:10])[F:9])[CH:7]=1.C1N2CN3CN(C2)CN1C3.Cl.[OH2:23], predict the reaction product. The product is: [F:9][C:8]([F:11])([F:10])[C:6]1[CH:7]=[C:3]([CH:2]=[O:23])[O:4][CH:5]=1.